Dataset: CYP2C9 substrate classification data from Carbon-Mangels et al.. Task: Regression/Classification. Given a drug SMILES string, predict its absorption, distribution, metabolism, or excretion properties. Task type varies by dataset: regression for continuous measurements (e.g., permeability, clearance, half-life) or binary classification for categorical outcomes (e.g., BBB penetration, CYP inhibition). Dataset: cyp2c9_substrate_carbonmangels. (1) The drug is C[C@H]1COc2c(N3CCN(C)CC3)c(F)cc3c(=O)c(C(=O)O)cn1c23. The result is 0 (non-substrate). (2) The compound is C[C@@H](c1cc2ccccc2s1)N(O)C(N)=O. The result is 1 (substrate). (3) The molecule is OC(c1ccccc1)(c1ccccc1)C1CCNCC1. The result is 0 (non-substrate).